From a dataset of TCR-epitope binding with 47,182 pairs between 192 epitopes and 23,139 TCRs. Binary Classification. Given a T-cell receptor sequence (or CDR3 region) and an epitope sequence, predict whether binding occurs between them. (1) Result: 1 (the TCR binds to the epitope). The epitope is SEPVLKGVKL. The TCR CDR3 sequence is CAISDWGSLMVDEQFF. (2) The epitope is FLKEKGGL. The TCR CDR3 sequence is CSATILAGVPYGEQYF. Result: 1 (the TCR binds to the epitope). (3) The epitope is IVTDFSVIK. The TCR CDR3 sequence is CASSQLGRGDNEQFF. Result: 1 (the TCR binds to the epitope).